Dataset: NCI-60 drug combinations with 297,098 pairs across 59 cell lines. Task: Regression. Given two drug SMILES strings and cell line genomic features, predict the synergy score measuring deviation from expected non-interaction effect. Drug 1: CNC(=O)C1=NC=CC(=C1)OC2=CC=C(C=C2)NC(=O)NC3=CC(=C(C=C3)Cl)C(F)(F)F. Drug 2: CC(C)(C#N)C1=CC(=CC(=C1)CN2C=NC=N2)C(C)(C)C#N. Cell line: SK-OV-3. Synergy scores: CSS=-2.03, Synergy_ZIP=3.41, Synergy_Bliss=-0.426, Synergy_Loewe=-3.01, Synergy_HSA=-5.18.